This data is from Reaction yield outcomes from USPTO patents with 853,638 reactions. The task is: Predict the reaction yield, written as a fraction of the theoretical maximum amount of product (1.0 means a 100% yield; for example, 0.34 means a 34% yield). The reactants are [OH:1][C:2]1([C:8]2[N:13]=[C:12]([C:14]#[N:15])[CH:11]=[CH:10][CH:9]=2)[CH2:7][CH2:6][O:5][CH2:4][CH2:3]1.Cl.CO. The catalyst is C1COCC1. The product is [OH:1][C:2]1([C:8]2[N:13]=[C:12]([CH2:14][NH2:15])[CH:11]=[CH:10][CH:9]=2)[CH2:3][CH2:4][O:5][CH2:6][CH2:7]1. The yield is 0.640.